From a dataset of Forward reaction prediction with 1.9M reactions from USPTO patents (1976-2016). Predict the product of the given reaction. (1) Given the reactants [NH2:1][C:2]1[C:7]([C:8]#[N:9])=[C:6]([NH:10][C@H:11]([C:13]2[N:17]([CH3:18])[C:16]3[C:19](Br)=[C:20]([F:23])[CH:21]=[CH:22][C:15]=3[N:14]=2)[CH3:12])[N:5]=[CH:4][N:3]=1.CC1(C)C(C)(C)OB([C:33]2[CH:34]=[N:35][NH:36][CH:37]=2)O1.C(=O)([O-])[O-].[Cs+].[Cs+], predict the reaction product. The product is: [NH2:1][C:2]1[C:7]([C:8]#[N:9])=[C:6]([NH:10][C@H:11]([C:13]2[N:17]([CH3:18])[C:16]3[C:19]([C:33]4[CH:34]=[N:35][NH:36][CH:37]=4)=[C:20]([F:23])[CH:21]=[CH:22][C:15]=3[N:14]=2)[CH3:12])[N:5]=[CH:4][N:3]=1. (2) Given the reactants [Cl:1][C:2]1[CH:7]=[CH:6][C:5]([NH2:8])=[CH:4][C:3]=1[C:9]1[S:10][C:11]2[CH:17]=[CH:16][C:15]([C:18]([F:21])([F:20])[F:19])=[CH:14][C:12]=2[N:13]=1.[C:22](O)(=[O:25])[CH2:23][CH3:24].Cl.CN(C)CCCN=C=NCC, predict the reaction product. The product is: [Cl:1][C:2]1[CH:7]=[CH:6][C:5]([NH:8][C:22](=[O:25])[CH2:23][CH3:24])=[CH:4][C:3]=1[C:9]1[S:10][C:11]2[CH:17]=[CH:16][C:15]([C:18]([F:19])([F:21])[F:20])=[CH:14][C:12]=2[N:13]=1. (3) Given the reactants [C:1]1([N:7]2[N:11]=[C:10]([C:12]([OH:14])=O)[CH:9]=[N:8]2)[CH:6]=[CH:5][CH:4]=[CH:3][CH:2]=1.[NH2:15][C:16]1[CH:21]=[CH:20][C:19]([C@@H:22]2[O:27][CH2:26][CH2:25][N:24]([C:28]([O:30][C:31]([CH3:34])([CH3:33])[CH3:32])=[O:29])[CH2:23]2)=[CH:18][CH:17]=1.CN1CCOCC1.CN(C(ON1N=NC2C=CC=CC1=2)=[N+](C)C)C.F[P-](F)(F)(F)(F)F, predict the reaction product. The product is: [C:1]1([N:7]2[N:11]=[C:10]([C:12]([NH:15][C:16]3[CH:21]=[CH:20][C:19]([C@@H:22]4[O:27][CH2:26][CH2:25][N:24]([C:28]([O:30][C:31]([CH3:34])([CH3:33])[CH3:32])=[O:29])[CH2:23]4)=[CH:18][CH:17]=3)=[O:14])[CH:9]=[N:8]2)[CH:2]=[CH:3][CH:4]=[CH:5][CH:6]=1.